From a dataset of Reaction yield outcomes from USPTO patents with 853,638 reactions. Predict the reaction yield, written as a fraction of the theoretical maximum amount of product (1.0 means a 100% yield; for example, 0.34 means a 34% yield). (1) The reactants are [F:1][CH:2]([F:13])[O:3][C:4]1[CH:12]=[CH:11][C:7]([C:8]([OH:10])=O)=[CH:6][CH:5]=1.CN(C(ON1N=NC2C=CC=NC1=2)=[N+](C)C)C.F[P-](F)(F)(F)(F)F.Cl.[F:39][C:40]1[CH:45]=[C:44]([S:46]([CH3:49])(=[O:48])=[O:47])[CH:43]=[CH:42][C:41]=1[N:50]1[C:54]2=[N:55][CH:56]=[N:57][C:58]([O:59][CH:60]3[CH2:65][CH2:64][NH:63][CH2:62][CH2:61]3)=[C:53]2[CH:52]=[N:51]1.C(N(CC)CC)C. The catalyst is CN(C=O)C. The product is [F:13][CH:2]([F:1])[O:3][C:4]1[CH:5]=[CH:6][C:7]([C:8]([N:63]2[CH2:64][CH2:65][CH:60]([O:59][C:58]3[N:57]=[CH:56][N:55]=[C:54]4[N:50]([C:41]5[CH:42]=[CH:43][C:44]([S:46]([CH3:49])(=[O:48])=[O:47])=[CH:45][C:40]=5[F:39])[N:51]=[CH:52][C:53]=34)[CH2:61][CH2:62]2)=[O:10])=[CH:11][CH:12]=1. The yield is 0.320. (2) The yield is 0.400. The reactants are [C:1]([O:9][C@@H:10]1[C@@H:36]([O:37][C:38](=[O:45])[C:39]2[CH:44]=[CH:43][CH:42]=[CH:41][CH:40]=2)[C@H:35]([O:46][C:47](=[O:54])[C:48]2[CH:53]=[CH:52][CH:51]=[CH:50][CH:49]=2)[C@@H:34]([C@@H:55]([CH3:65])[O:56][C:57](=[O:64])[C:58]2[CH:63]=[CH:62][CH:61]=[CH:60][CH:59]=2)[O:33][C@H:11]1[O:12][C:13]1[CH:18]=[C:17]([CH2:19][O:20]C(=O)C)[CH:16]=[CH:15][C:14]=1[CH2:24][C:25]1[CH:30]=[CH:29][C:28]([O:31][CH3:32])=[CH:27][CH:26]=1)(=[O:8])[C:2]1[CH:7]=[CH:6][CH:5]=[CH:4][CH:3]=1.[OH-].[Na+].Cl.C(OCC)(=O)C. The catalyst is CO.O1CCOCC1. The product is [C:1]([O:9][C@@H:10]1[C@@H:36]([O:37][C:38](=[O:45])[C:39]2[CH:44]=[CH:43][CH:42]=[CH:41][CH:40]=2)[C@H:35]([O:46][C:47](=[O:54])[C:48]2[CH:49]=[CH:50][CH:51]=[CH:52][CH:53]=2)[C@@H:34]([C@@H:55]([CH3:65])[O:56][C:57](=[O:64])[C:58]2[CH:63]=[CH:62][CH:61]=[CH:60][CH:59]=2)[O:33][C@H:11]1[O:12][C:13]1[CH:18]=[C:17]([CH2:19][OH:20])[CH:16]=[CH:15][C:14]=1[CH2:24][C:25]1[CH:26]=[CH:27][C:28]([O:31][CH3:32])=[CH:29][CH:30]=1)(=[O:8])[C:2]1[CH:3]=[CH:4][CH:5]=[CH:6][CH:7]=1.